This data is from CYP2C19 inhibition data for predicting drug metabolism from PubChem BioAssay. The task is: Regression/Classification. Given a drug SMILES string, predict its absorption, distribution, metabolism, or excretion properties. Task type varies by dataset: regression for continuous measurements (e.g., permeability, clearance, half-life) or binary classification for categorical outcomes (e.g., BBB penetration, CYP inhibition). Dataset: cyp2c19_veith. The drug is CN1CCN(c2nc(-c3ccoc3)nc3ccccc23)CC1. The result is 0 (non-inhibitor).